Regression. Given a peptide amino acid sequence and an MHC pseudo amino acid sequence, predict their binding affinity value. This is MHC class II binding data. From a dataset of Peptide-MHC class II binding affinity with 134,281 pairs from IEDB. (1) The peptide sequence is KPAAAATATATSAVG. The MHC is DRB1_0802 with pseudo-sequence DRB1_0802. The binding affinity (normalized) is 0.274. (2) The peptide sequence is YRQIRSGERFLKIWS. The MHC is HLA-DPA10201-DPB10501 with pseudo-sequence HLA-DPA10201-DPB10501. The binding affinity (normalized) is 0.781. (3) The peptide sequence is IEGITLLNAKFFHMN. The MHC is DRB1_1302 with pseudo-sequence DRB1_1302. The binding affinity (normalized) is 0.375. (4) The peptide sequence is ITAMSEVQKVSQPAT. The MHC is HLA-DPA10201-DPB11401 with pseudo-sequence HLA-DPA10201-DPB11401. The binding affinity (normalized) is 0.166. (5) The peptide sequence is VNVQTKPSLFKVRNG. The MHC is DRB1_1301 with pseudo-sequence DRB1_1301. The binding affinity (normalized) is 0.834.